From a dataset of Forward reaction prediction with 1.9M reactions from USPTO patents (1976-2016). Predict the product of the given reaction. (1) Given the reactants [Cl:1][C:2]1[N:3]=[C:4]([N:26]2[CH2:31][CH2:30][O:29][CH2:28][CH2:27]2)[C:5]2[S:10][C:9]([CH2:11]N3CCN(C(C)(C)C(N(C)C)=O)CC3)=[CH:8][C:6]=2[N:7]=1.[C:32]([O:36][C:37]([N:39]1[CH2:44][CH2:43][NH:42][CH2:41][C@@H:40]1[CH:45]([CH3:47])[CH3:46])=[O:38])([CH3:35])([CH3:34])[CH3:33], predict the reaction product. The product is: [C:32]([O:36][C:37]([N:39]1[CH2:44][CH2:43][N:42]([CH2:11][C:9]2[S:10][C:5]3[C:4]([N:26]4[CH2:31][CH2:30][O:29][CH2:28][CH2:27]4)=[N:3][C:2]([Cl:1])=[N:7][C:6]=3[CH:8]=2)[CH2:41][C@@H:40]1[CH:45]([CH3:47])[CH3:46])=[O:38])([CH3:35])([CH3:34])[CH3:33]. (2) Given the reactants C1(C)C=CC=CC=1.[H-].[Br:9][C:10]1[CH:11]=[C:12]([CH:25]=[CH:26][CH:27]=1)[CH2:13][CH:14]([C:20](OCC)=[O:21])[C:15](OCC)=[O:16].Cl, predict the reaction product. The product is: [Br:9][C:10]1[CH:11]=[C:12]([CH:25]=[CH:26][CH:27]=1)[CH2:13][CH:14]([CH2:15][OH:16])[CH2:20][OH:21]. (3) Given the reactants ClC[CH2:3][O:4][C:5]1[CH:6]=[C:7]2[C:12](=[CH:13][C:14]=1[O:15][CH3:16])[N:11]=[C:10]([C:17]1[CH:22]=[CH:21][CH:20]=[C:19]([C:23]3[CH:28]=[CH:27][CH:26]=[CH:25][CH:24]=3)[CH:18]=1)[N:9]=[C:8]2[NH:29][C:30]1[CH:31]=[C:32]2[C:36](=[CH:37][CH:38]=1)[N:35](C(OC(C)(C)C)=O)[N:34]=[CH:33]2.[CH3:46][N:47]([CH3:53])[C:48](=[O:52])[CH2:49][NH:50][CH3:51].[CH3:54]S(C)=O, predict the reaction product. The product is: [NH:35]1[C:36]2[C:32](=[CH:31][C:30]([NH:29][C:8]3[C:7]4[C:12](=[CH:13][C:14]([O:15][CH3:16])=[C:5]([O:4][CH2:3][CH2:51][N:50]([CH3:54])[CH2:49][C:48]([N:47]([CH3:53])[CH3:46])=[O:52])[CH:6]=4)[N:11]=[C:10]([C:17]4[CH:22]=[CH:21][CH:20]=[C:19]([C:23]5[CH:28]=[CH:27][CH:26]=[CH:25][CH:24]=5)[CH:18]=4)[N:9]=3)=[CH:38][CH:37]=2)[CH:33]=[N:34]1. (4) Given the reactants [CH3:1][C:2]([Si:5]([CH3:26])([CH3:25])[O:6][CH2:7][C:8]1[CH:13]=[C:12]([O:14][CH3:15])[N:11]=[C:10]([CH2:16][CH2:17][C:18](OCCCC)=[O:19])[CH:9]=1)([CH3:4])[CH3:3].[H-].[H-].[H-].[H-].[Li+].[Al+3].O, predict the reaction product. The product is: [CH3:4][C:2]([Si:5]([CH3:26])([CH3:25])[O:6][CH2:7][C:8]1[CH:13]=[C:12]([O:14][CH3:15])[N:11]=[C:10]([CH2:16][CH2:17][CH2:18][OH:19])[CH:9]=1)([CH3:1])[CH3:3].